This data is from NCI-60 drug combinations with 297,098 pairs across 59 cell lines. The task is: Regression. Given two drug SMILES strings and cell line genomic features, predict the synergy score measuring deviation from expected non-interaction effect. Drug 1: C1=CC(=CC=C1CCCC(=O)O)N(CCCl)CCCl. Drug 2: CC1=C(C=C(C=C1)NC(=O)C2=CC=C(C=C2)CN3CCN(CC3)C)NC4=NC=CC(=N4)C5=CN=CC=C5. Cell line: A498. Synergy scores: CSS=14.9, Synergy_ZIP=-5.26, Synergy_Bliss=-4.13, Synergy_Loewe=-7.27, Synergy_HSA=-6.71.